This data is from Reaction yield outcomes from USPTO patents with 853,638 reactions. The task is: Predict the reaction yield, written as a fraction of the theoretical maximum amount of product (1.0 means a 100% yield; for example, 0.34 means a 34% yield). (1) The reactants are [Cl:1][C:2]1[CH:3]=[C:4]([C:25]([O:27]CC)=O)[C:5]2[C:6](=O)[CH:7]([C:18]3[N:19]([CH3:23])[CH:20]=[CH:21][N:22]=3)[CH:8]([C:12]3[CH:17]=[CH:16][CH:15]=[CH:14][CH:13]=3)[NH:9][C:10]=2[CH:11]=1.O.[NH2:31][NH2:32]. The catalyst is CO. The product is [Cl:1][C:2]1[CH:11]=[C:10]2[NH:9][CH:8]([C:12]3[CH:13]=[CH:14][CH:15]=[CH:16][CH:17]=3)[CH:7]([C:18]3[N:19]([CH3:23])[CH:20]=[CH:21][N:22]=3)[C:6]3=[N:31][NH:32][C:25](=[O:27])[C:4]([CH:3]=1)=[C:5]23. The yield is 0.140. (2) The reactants are [C:1]1([S:7]([N:10]2[C:14]3=[N:15][CH:16]=[C:17]([Cl:19])[CH:18]=[C:13]3[C:12](I)=[CH:11]2)(=[O:9])=[O:8])[CH:6]=[CH:5][CH:4]=[CH:3][CH:2]=1.C([Mg]Cl)(C)C.[CH3:26][S:27][C:28]1[N:33]=[CH:32][C:31]([CH:34]=[O:35])=[CH:30][N:29]=1.[Cl-].[NH4+]. The catalyst is O1CCCC1. The product is [C:1]1([S:7]([N:10]2[C:14]3=[N:15][CH:16]=[C:17]([Cl:19])[CH:18]=[C:13]3[C:12]([CH:34]([C:31]3[CH:30]=[N:29][C:28]([S:27][CH3:26])=[N:33][CH:32]=3)[OH:35])=[CH:11]2)(=[O:9])=[O:8])[CH:6]=[CH:5][CH:4]=[CH:3][CH:2]=1. The yield is 0.796. (3) The reactants are [CH3:1][O:2][C:3]1[C:8](B(O)O)=[CH:7][CH:6]=[CH:5][N:4]=1.Br[C:13]1[CH:22]=[CH:21][C:20]([N+:23]([O-:25])=[O:24])=[CH:19][C:14]=1[C:15]([O:17][CH3:18])=[O:16].C(=O)([O-])[O-].[Cs+].[Cs+].O. The yield is 0.810. The catalyst is CN(C)C=O.Cl[Pd](Cl)([P](C1C=CC=CC=1)(C1C=CC=CC=1)C1C=CC=CC=1)[P](C1C=CC=CC=1)(C1C=CC=CC=1)C1C=CC=CC=1. The product is [CH3:1][O:2][C:3]1[C:8]([C:13]2[CH:22]=[CH:21][C:20]([N+:23]([O-:25])=[O:24])=[CH:19][C:14]=2[C:15]([O:17][CH3:18])=[O:16])=[CH:7][CH:6]=[CH:5][N:4]=1. (4) The reactants are [Br:1][C:2]1[CH:3]=[CH:4][C:5]([CH2:8][CH2:9]O)=[N:6][CH:7]=1.BrC1C=CC(CC[I:20])=CN=1. No catalyst specified. The product is [Br:1][C:2]1[CH:3]=[CH:4][C:5]([CH2:8][CH2:9][I:20])=[N:6][CH:7]=1. The yield is 0.770. (5) The reactants are [CH3:1][N:2]1[C:6]([C:7]([C:10]2[CH:15]=[CH:14][CH:13]=[CH:12][CH:11]=2)=[N:8][OH:9])=[CH:5][N:4]=[C:3]1[CH3:16].Br[CH2:18][C:19]1[N:24]=[C:23]([N:25]2[C:33](=[O:34])[C:32]3[C:27](=[CH:28][CH:29]=[CH:30][CH:31]=3)[C:26]2=[O:35])[CH:22]=[CH:21][CH:20]=1.C(=O)([O-])[O-].[Cs+].[Cs+].[I-].[K+]. The catalyst is C(#N)C. The product is [CH3:1][N:2]1[C:6]([C:7](=[N:8][O:9][CH2:18][C:19]2[N:24]=[C:23]([N:25]3[C:26](=[O:35])[C:27]4[C:32](=[CH:31][CH:30]=[CH:29][CH:28]=4)[C:33]3=[O:34])[CH:22]=[CH:21][CH:20]=2)[C:10]2[CH:15]=[CH:14][CH:13]=[CH:12][CH:11]=2)=[CH:5][N:4]=[C:3]1[CH3:16]. The yield is 0.160. (6) The reactants are [F:1][C:2]([F:11])([F:10])[C:3]1[CH:9]=[CH:8][C:6]([NH2:7])=[CH:5][CH:4]=1.O=[C:13]([CH2:19][CH3:20])[CH2:14][C:15]([O:17][CH3:18])=[O:16].C1(C)C=CC=CC=1. The catalyst is B(F)(F)F.CCOCC.O. The product is [F:1][C:2]([F:10])([F:11])[C:3]1[CH:9]=[CH:8][C:6]([NH:7][C:13]([CH2:19][CH3:20])=[CH:14][C:15]([O:17][CH3:18])=[O:16])=[CH:5][CH:4]=1. The yield is 0.771.